From a dataset of Full USPTO retrosynthesis dataset with 1.9M reactions from patents (1976-2016). Predict the reactants needed to synthesize the given product. (1) Given the product [F:12][C:6]1[CH:5]=[C:4]([CH2:3][CH:2]=[O:1])[CH:11]=[CH:10][C:7]=1[C:8]#[N:9], predict the reactants needed to synthesize it. The reactants are: [OH:1][CH:2](CO)[CH2:3][C:4]1[CH:11]=[CH:10][C:7]([C:8]#[N:9])=[C:6]([F:12])[CH:5]=1. (2) Given the product [CH2:26]([O:48][C:46]([C:45]1[NH:41][N:42]=[C:43]([C:49](=[O:51])[NH:14][C@H:5]([CH2:6][C:7]2[CH:12]=[CH:11][CH:10]=[CH:9][C:8]=2[Cl:13])[C@H:4]([C:3]([O:2][CH2:1][CH3:52])=[O:16])[OH:15])[CH:44]=1)=[O:47])[CH3:27], predict the reactants needed to synthesize it. The reactants are: [CH3:1][O:2][C:3](=[O:16])[C@H:4]([OH:15])[C@H:5]([NH2:14])[CH2:6][C:7]1[CH:12]=[CH:11][CH:10]=[CH:9][C:8]=1[Cl:13].CN(C(ON1N=N[C:27]2C=CC=N[C:26]1=2)=[N+](C)C)C.F[P-](F)(F)(F)(F)F.[NH:41]1[C:45]([C:46]([OH:48])=[O:47])=[CH:44][C:43]([C:49]([OH:51])=O)=[N:42]1.[CH3:52]CN(C(C)C)C(C)C.